This data is from Full USPTO retrosynthesis dataset with 1.9M reactions from patents (1976-2016). The task is: Predict the reactants needed to synthesize the given product. (1) Given the product [Cl:5][C:6]1[CH:16]=[CH:15][CH:14]=[CH:13][C:7]=1[C@H:8]1[C@H:9]([N+:10]([O-:12])=[O:11])[CH2:4][CH:3]=[CH:2][CH2:1]1, predict the reactants needed to synthesize it. The reactants are: [CH2:1]=[CH:2][CH:3]=[CH2:4].[Cl:5][C:6]1[CH:16]=[CH:15][CH:14]=[CH:13][C:7]=1[CH:8]=[CH:9][N+:10]([O-:12])=[O:11]. (2) The reactants are: CC1(C)C(C)(C)OB([C:9]2[CH:10]=[C:11]([CH:28]=[CH:29][CH:30]=2)[CH2:12][O:13][C:14]2[CH:19]=[CH:18][CH:17]=[CH:16][C:15]=2[CH2:20][C:21]([O:23][C:24]([CH3:27])([CH3:26])[CH3:25])=[O:22])O1.Cl[C:33]1[C:34]([CH3:41])=[C:35]([CH:38]=[CH:39][CH:40]=1)[C:36]#[N:37]. Given the product [C:36]([C:35]1[C:34]([CH3:41])=[C:33]([C:9]2[CH:30]=[CH:29][CH:28]=[C:11]([CH2:12][O:13][C:14]3[CH:19]=[CH:18][CH:17]=[CH:16][C:15]=3[CH2:20][C:21]([O:23][C:24]([CH3:27])([CH3:26])[CH3:25])=[O:22])[CH:10]=2)[CH:40]=[CH:39][CH:38]=1)#[N:37], predict the reactants needed to synthesize it. (3) Given the product [NH2:12][C:8]1[CH:7]=[C:6]([CH:2]([OH:1])[CH2:3][C:4]#[N:5])[CH:11]=[CH:10][CH:9]=1, predict the reactants needed to synthesize it. The reactants are: [OH:1][CH:2]([C:6]1[CH:11]=[CH:10][CH:9]=[C:8]([N+:12]([O-])=O)[CH:7]=1)[CH2:3][C:4]#[N:5]. (4) The reactants are: Br[C:2]1[N:3]=[CH:4][C:5]([NH:8][C:9](=[O:26])[CH:10]([NH:14][C:15](=[O:25])[CH2:16][C:17]2[CH:22]=[C:21]([F:23])[CH:20]=[C:19]([F:24])[CH:18]=2)[CH2:11][CH2:12][CH3:13])=[N:6][CH:7]=1.[CH2:27]([NH2:34])[C:28]1[CH:33]=[CH:32][CH:31]=[CH:30][CH:29]=1. Given the product [CH2:27]([NH:34][C:2]1[N:3]=[CH:4][C:5]([NH:8][C:9](=[O:26])[CH:10]([NH:14][C:15](=[O:25])[CH2:16][C:17]2[CH:22]=[C:21]([F:23])[CH:20]=[C:19]([F:24])[CH:18]=2)[CH2:11][CH2:12][CH3:13])=[N:6][CH:7]=1)[C:28]1[CH:33]=[CH:32][CH:31]=[CH:30][CH:29]=1, predict the reactants needed to synthesize it. (5) Given the product [F:19][C:3]1[CH:4]=[C:5]([NH:8][C:9]([NH:11][C:12]2[CH:17]=[CH:16][CH:15]=[CH:14][C:13]=2[CH3:18])=[O:10])[CH:6]=[CH:7][C:2]=1[C:27]1[C:22]([O:21][CH3:20])=[N:23][CH:24]=[CH:25][CH:26]=1, predict the reactants needed to synthesize it. The reactants are: Br[C:2]1[CH:7]=[CH:6][C:5]([NH:8][C:9]([NH:11][C:12]2[CH:17]=[CH:16][CH:15]=[CH:14][C:13]=2[CH3:18])=[O:10])=[CH:4][C:3]=1[F:19].[CH3:20][O:21][C:22]1[C:27](B(O)O)=[CH:26][CH:25]=[CH:24][N:23]=1. (6) Given the product [F:29][C:30]1[C:35]([O:18][C:17](=[O:19])[CH2:16][CH2:15][CH2:14][CH2:13][CH2:12][N:3]2[C:4](=[O:11])[C:5]3[C:10](=[CH:9][CH:8]=[CH:7][CH:6]=3)[C:2]2=[O:1])=[C:34]([F:37])[C:33]([F:38])=[C:32]([F:39])[C:31]=1[F:40], predict the reactants needed to synthesize it. The reactants are: [O:1]=[C:2]1[C:10]2[C:5](=[CH:6][CH:7]=[CH:8][CH:9]=2)[C:4](=[O:11])[N:3]1[CH2:12][CH2:13][CH2:14][CH2:15][CH2:16][C:17]([OH:19])=[O:18].C(N=C=NC(C)C)(C)C.[F:29][C:30]1[C:35](O)=[C:34]([F:37])[C:33]([F:38])=[C:32]([F:39])[C:31]=1[F:40]. (7) Given the product [CH:1]1([NH:6][C:7](=[O:27])[C@H:8]([N:13]2[C:24](=[O:26])[C:23]3=[CH:22][NH:21][C:17]4[C:16]3=[C:15]([CH:20]=[CH:19][N:18]=4)[CH2:14]2)[C@H:9]([CH3:12])[CH2:10][CH3:11])[CH2:5][CH2:4][CH2:3][CH2:2]1, predict the reactants needed to synthesize it. The reactants are: [CH:1]1([NH:6][C:7](=[O:27])[C@H:8]([NH:13][CH2:14][C:15]2[CH:20]=[CH:19][N:18]=[C:17]3[NH:21][CH:22]=[C:23]([C:24]([OH:26])=O)[C:16]=23)[C@H:9]([CH3:12])[CH2:10][CH3:11])[CH2:5][CH2:4][CH2:3][CH2:2]1.CN(C(ON1N=NC2C=CC=NC1=2)=[N+](C)C)C.F[P-](F)(F)(F)(F)F.CN1CCOCC1. (8) Given the product [CH2:13]([S:15][C:16]1[C:17]([C:26]2[O:12][C:3]3[CH:4]=[N:5][C:6]([C:8]([F:11])([F:9])[F:10])=[CH:7][C:2]=3[N:1]=2)=[N:18][CH:19]=[C:20]([C:22]([F:25])([F:23])[F:24])[CH:21]=1)[CH3:14], predict the reactants needed to synthesize it. The reactants are: [NH2:1][C:2]1[CH:7]=[C:6]([C:8]([F:11])([F:10])[F:9])[N:5]=[CH:4][C:3]=1[OH:12].[CH2:13]([S:15][C:16]1[C:17]([C:26](O)=O)=[N:18][CH:19]=[C:20]([C:22]([F:25])([F:24])[F:23])[CH:21]=1)[CH3:14].[OH-].[Na+]. (9) Given the product [Cl:37][C:35]1[N:36]=[C:32]([CH:11]2[C:12]3[N:13]([C:14]([C:25]4[CH:30]=[CH:29][CH:28]=[C:27]([F:31])[CH:26]=4)=[C:15]4[C:20](=[O:21])[N:19]([CH3:22])[C:18](=[O:23])[N:17]([CH3:24])[C:16]4=3)[CH2:10][C:9]2=[CH2:8])[S:33][CH:34]=1, predict the reactants needed to synthesize it. The reactants are: [H-].[Na+].CS(O[CH2:8][C:9]([CH:11]([C:32]1[S:33][CH:34]=[C:35]([Cl:37])[N:36]=1)[C:12]1[NH:13][C:14]([C:25]2[CH:30]=[CH:29][CH:28]=[C:27]([F:31])[CH:26]=2)=[C:15]2[C:20](=[O:21])[N:19]([CH3:22])[C:18](=[O:23])[N:17]([CH3:24])[C:16]=12)=[CH2:10])(=O)=O. (10) Given the product [C:28]([C:23]1[NH:24][C:25]2[C:21]([CH:22]=1)=[C:20]([C:32]#[N:33])[C:19]([NH:18][C:14]([C:11]1([C:9]3[CH:8]=[CH:7][C:5]4[O:6][C:2]([F:17])([F:1])[O:3][C:4]=4[CH:10]=3)[CH2:13][CH2:12]1)=[O:15])=[CH:27][CH:26]=2)([CH3:31])([CH3:29])[CH3:30], predict the reactants needed to synthesize it. The reactants are: [F:1][C:2]1([F:17])[O:6][C:5]2[CH:7]=[CH:8][C:9]([C:11]3([C:14](Cl)=[O:15])[CH2:13][CH2:12]3)=[CH:10][C:4]=2[O:3]1.[NH2:18][C:19]1[CH:27]=[CH:26][C:25]2[NH:24][C:23]([C:28]([CH3:31])([CH3:30])[CH3:29])=[CH:22][C:21]=2[C:20]=1[C:32]#[N:33].C(N(CC)CC)C.